From a dataset of Reaction yield outcomes from USPTO patents with 853,638 reactions. Predict the reaction yield, written as a fraction of the theoretical maximum amount of product (1.0 means a 100% yield; for example, 0.34 means a 34% yield). (1) The reactants are Br[C:2]1[CH:7]=[C:6]([F:8])[CH:5]=[C:4]([F:9])[CH:3]=1.[O:10]1CC(=O)[CH2:11]1.[CH2:15]1[CH2:19][O:18][CH2:17][CH2:16]1. No catalyst specified. The product is [F:9][C:4]1[CH:3]=[C:2]([C:11]2([OH:10])[CH2:16][CH2:17][O:18][CH2:19][CH2:15]2)[CH:7]=[C:6]([F:8])[CH:5]=1. The yield is 0.710. (2) The reactants are [C:1]1([CH3:7])[CH:6]=CC=CC=1.[C:8]([OH:13])(=[O:12])[C:9]([CH3:11])=[O:10].C(O)CC. The catalyst is O.C1(C)C=CC(S(O)(=O)=O)=CC=1.O. The product is [C:8]([O:13][CH2:6][CH2:1][CH3:7])(=[O:12])[C:9]([CH3:11])=[O:10]. The yield is 0.620.